The task is: Predict the product of the given reaction.. This data is from Forward reaction prediction with 1.9M reactions from USPTO patents (1976-2016). (1) Given the reactants [F:1][C:2]1[CH:7]=[C:6]([F:8])[CH:5]=[CH:4][C:3]=1[C:9]1[NH:13][N:12]=[N:11][N:10]=1.[C:14]([O:18][C:19]([N:21]1[CH2:25][C@H:24](OS(C2C=CC(C)=CC=2)(=O)=O)[CH2:23][C@H:22]1[C:37](N1CCN(C2C=CC=CC=2C#N)CC1)=[O:38])=[O:20])([CH3:17])([CH3:16])[CH3:15].[C:53](=O)([O-])[O-:54].[Na+].[Na+], predict the reaction product. The product is: [CH3:53][O:54][C:37]([C@@H:22]1[CH2:23][C@H:24]([N:11]2[N:12]=[N:13][C:9]([C:3]3[CH:4]=[CH:5][C:6]([F:8])=[CH:7][C:2]=3[F:1])=[N:10]2)[CH2:25][N:21]1[C:19]([O:18][C:14]([CH3:15])([CH3:16])[CH3:17])=[O:20])=[O:38]. (2) Given the reactants [CH2:1]([NH:8][C@@H:9]([CH2:12][C:13]1[CH:18]=[CH:17][C:16]([O:19][CH2:20][C:21]2[CH:26]=[CH:25][CH:24]=[CH:23][CH:22]=2)=[C:15]([N+:27]([O-])=O)[CH:14]=1)[CH2:10][OH:11])[C:2]1[CH:7]=[CH:6][CH:5]=[CH:4][CH:3]=1.[C:30](O[C:30]([O:32][C:33]([CH3:36])([CH3:35])[CH3:34])=[O:31])([O:32][C:33]([CH3:36])([CH3:35])[CH3:34])=[O:31].C(N(CC)CC)C, predict the reaction product. The product is: [CH2:1]([N:8]([C@@H:9]([CH2:12][C:13]1[CH:18]=[CH:17][C:16]([O:19][CH2:20][C:21]2[CH:26]=[CH:25][CH:24]=[CH:23][CH:22]=2)=[C:15]([NH2:27])[CH:14]=1)[CH2:10][OH:11])[C:30]([O:32][C:33]([CH3:36])([CH3:35])[CH3:34])=[O:31])[C:2]1[CH:7]=[CH:6][CH:5]=[CH:4][CH:3]=1. (3) Given the reactants [C:1]([O:5][C:6](=[O:14])[NH:7][C@@H:8]1[CH2:13][CH2:12][CH2:11][NH:10][CH2:9]1)([CH3:4])([CH3:3])[CH3:2].[CH:15]1([C:19](Cl)=[O:20])[CH2:18][CH2:17][CH2:16]1, predict the reaction product. The product is: [C:1]([O:5][C:6](=[O:14])[NH:7][C@@H:8]1[CH2:13][CH2:12][CH2:11][N:10]([C:19]([CH:15]2[CH2:18][CH2:17][CH2:16]2)=[O:20])[CH2:9]1)([CH3:4])([CH3:2])[CH3:3]. (4) Given the reactants C(O[C:4]([C:6]1[C:7]2[S:15][CH:14]=[C:13]([CH2:16][O:17][C:18]3[CH:23]=[CH:22][CH:21]=[C:20]([C:24]4[O:25][C:26]([CH3:29])=[N:27][N:28]=4)[CH:19]=3)[C:8]=2[C:9]([NH2:12])=[N:10][CH:11]=1)=[O:5])C.[CH2:30]([CH2:32][NH2:33])[OH:31], predict the reaction product. The product is: [OH:31][CH2:30][CH2:32][NH:33][C:4]([C:6]1[C:7]2[S:15][CH:14]=[C:13]([CH2:16][O:17][C:18]3[CH:23]=[CH:22][CH:21]=[C:20]([C:24]4[O:25][C:26]([CH3:29])=[N:27][N:28]=4)[CH:19]=3)[C:8]=2[C:9]([NH2:12])=[N:10][CH:11]=1)=[O:5]. (5) Given the reactants Cl[C:2]1[N:7]=[N:6][C:5]([C:8]([NH:10][CH2:11][CH2:12][CH:13]([CH3:15])[CH3:14])=[O:9])=[CH:4][CH:3]=1.[F:16][C:17]([F:32])([F:31])[C:18]1[CH:19]=[C:20]([CH:28]=[CH:29][CH:30]=1)[O:21][CH:22]1[CH2:27][CH2:26][NH:25][CH2:24][CH2:23]1, predict the reaction product. The product is: [CH3:14][CH:13]([CH3:15])[CH2:12][CH2:11][NH:10][C:8]([C:5]1[N:6]=[N:7][C:2]([N:25]2[CH2:24][CH2:23][CH:22]([O:21][C:20]3[CH:28]=[CH:29][CH:30]=[C:18]([C:17]([F:16])([F:31])[F:32])[CH:19]=3)[CH2:27][CH2:26]2)=[CH:3][CH:4]=1)=[O:9].